This data is from Reaction yield outcomes from USPTO patents with 853,638 reactions. The task is: Predict the reaction yield, written as a fraction of the theoretical maximum amount of product (1.0 means a 100% yield; for example, 0.34 means a 34% yield). (1) The reactants are [CH:1]1([C:4]2[CH:5]=[CH:6][C:7]([C:18]#N)=[N:8][C:9]=2[CH2:10][C:11]2[CH:16]=[CH:15][C:14]([F:17])=[CH:13][CH:12]=2)[CH2:3][CH2:2]1.[OH-:20].[Na+].Cl.[OH2:23]. No catalyst specified. The product is [CH:1]1([C:4]2[CH:5]=[CH:6][C:7]([C:18]([OH:23])=[O:20])=[N:8][C:9]=2[CH2:10][C:11]2[CH:16]=[CH:15][C:14]([F:17])=[CH:13][CH:12]=2)[CH2:3][CH2:2]1. The yield is 0.700. (2) The reactants are [Cl:1][C:2]1[CH:3]=[CH:4][C:5]([I:11])=[C:6]([CH:10]=1)[C:7](Cl)=[O:8].[N:12]1[CH:17]=[CH:16]C=[CH:14][CH:13]=1.O1CCCC1.C(NCC)C. No catalyst specified. The product is [Cl:1][C:2]1[CH:3]=[CH:4][C:5]([I:11])=[C:6]([CH:10]=1)[C:7]([N:12]([CH2:17][CH3:16])[CH2:13][CH3:14])=[O:8]. The yield is 0.610. (3) The yield is 0.270. The reactants are [H-].[Na+].[O:3]=[C:4]1[CH:8]([C:9]([O:11][CH2:12][CH3:13])=[O:10])[CH2:7][CH2:6][NH:5]1.Br[CH2:15][C:16]1[S:17][C:18]([C:21]2[CH:22]=[C:23]([NH:28][C:29]3[N:34]=[C:33]([C:35]([F:38])([F:37])[F:36])[CH:32]=[CH:31][N:30]=3)[CH:24]=[C:25]([CH3:27])[CH:26]=2)=[CH:19][N:20]=1. The product is [CH3:27][C:25]1[CH:26]=[C:21]([C:18]2[S:17][C:16]([CH2:15][C:8]3([C:9]([O:11][CH2:12][CH3:13])=[O:10])[CH2:7][CH2:6][NH:5][C:4]3=[O:3])=[N:20][CH:19]=2)[CH:22]=[C:23]([NH:28][C:29]2[N:34]=[C:33]([C:35]([F:37])([F:36])[F:38])[CH:32]=[CH:31][N:30]=2)[CH:24]=1. The catalyst is O1CCCC1.C(OCC)(=O)C. (4) The reactants are [CH:1]([Si:3]([Cl:6])([Cl:5])[Cl:4])=[CH2:2].[Cl:7][SiH2:8][Cl:9]. The catalyst is [CH-]=O.[CH-]=O.[C-]#[O+].[C-]#[O+].[C-]#[O+].[C-]#[O+].[C-]#[O+].[C-]#[O+].[Co].[Co+2]. The product is [Cl:4][Si:3]([Cl:6])([Cl:5])[CH2:1][CH2:2][SiH:8]([Cl:9])[Cl:7]. The yield is 0.930. (5) The reactants are [CH3:1][CH:2]([CH3:5])[C:3]#[CH:4].C(N(CC)CC)C.Br[C:14]1[CH:35]=[CH:34][C:17]([C:18]([NH:20][S:21]([C:24]2[CH:29]=[CH:28][CH:27]=[CH:26][C:25]=2[S:30](=[O:33])(=[O:32])[NH2:31])(=[O:23])=[O:22])=[O:19])=[CH:16][CH:15]=1. The catalyst is CN(C)C=O.C1C=CC([P]([Pd]([P](C2C=CC=CC=2)(C2C=CC=CC=2)C2C=CC=CC=2)([P](C2C=CC=CC=2)(C2C=CC=CC=2)C2C=CC=CC=2)[P](C2C=CC=CC=2)(C2C=CC=CC=2)C2C=CC=CC=2)(C2C=CC=CC=2)C2C=CC=CC=2)=CC=1.[Cu]I. The product is [CH3:1][CH:2]([CH3:5])[C:3]#[C:4][C:14]1[CH:35]=[CH:34][C:17]([C:18]([NH:20][S:21]([C:24]2[CH:29]=[CH:28][CH:27]=[CH:26][C:25]=2[S:30](=[O:33])(=[O:32])[NH2:31])(=[O:22])=[O:23])=[O:19])=[CH:16][CH:15]=1. The yield is 0.230. (6) The reactants are [NH2:1][C:2]1[CH:7]=[C:6]([Cl:8])[CH:5]=[CH:4][C:3]=1[SH:9].Br[CH2:11][C:12]1[CH:17]=[CH:16][CH:15]=[CH:14][CH:13]=1.C([O-])([O-])=O.[K+].[K+]. The catalyst is CN(C=O)C. The product is [CH2:11]([S:9][C:3]1[CH:4]=[CH:5][C:6]([Cl:8])=[CH:7][C:2]=1[NH2:1])[C:12]1[CH:17]=[CH:16][CH:15]=[CH:14][CH:13]=1. The yield is 1.00. (7) The reactants are Cl.[Cl:2][C:3]1[CH:4]=[C:5]2[C:9](=[CH:10][CH:11]=1)[NH:8][CH:7]=[C:6]2[CH2:12][CH2:13][NH2:14].[CH3:15][N:16]1[CH:20]=[CH:19][C:18]([N:21]2[CH2:25][CH2:24][CH:23]([C:26](O)=[O:27])[C:22]2=[O:29])=[N:17]1.[CH3:15][N:16]1[CH:20]=[CH:19][C:18]([N:21]2[CH2:25][CH2:24][CH:23]([C:26](O)=[O:27])[C:22]2=[O:29])=[N:17]1.C1CN([P+](ON2N=NC3C=CC=CC2=3)(N2CCCC2)N2CCCC2)CC1.F[P-](F)(F)(F)(F)F.C(N(CC)C(C)C)(C)C. The catalyst is CN(C=O)C. The product is [Cl:2][C:3]1[CH:4]=[C:5]2[C:9](=[CH:10][CH:11]=1)[NH:8][CH:7]=[C:6]2[CH2:12][CH2:13][NH:14][C:26]([CH:23]1[CH2:24][CH2:25][N:21]([C:18]2[CH:19]=[CH:20][N:16]([CH3:15])[N:17]=2)[C:22]1=[O:29])=[O:27]. The yield is 0.130.